Predict the product of the given reaction. From a dataset of Forward reaction prediction with 1.9M reactions from USPTO patents (1976-2016). Given the reactants [CH3:1][O:2][C:3](=[O:12])[C:4]1[CH:9]=[CH:8][C:7](Br)=[C:6]([NH2:11])[CH:5]=1.[CH3:13][N:14](C=O)C, predict the reaction product. The product is: [CH3:1][O:2][C:3](=[O:12])[C:4]1[CH:9]=[CH:8][C:7]([C:13]#[N:14])=[C:6]([NH2:11])[CH:5]=1.